Task: Predict the product of the given reaction.. Dataset: Forward reaction prediction with 1.9M reactions from USPTO patents (1976-2016) Given the reactants C([N:8]1[C@H:13]([CH3:14])[CH2:12][CH:11]([N:15]([CH2:40][CH3:41])[C:16]2[C:17]([CH3:39])=[C:18]([CH:32]=[C:33]([C:35]([F:38])([F:37])[F:36])[CH:34]=2)[C:19]([NH:21][CH2:22][C:23]2[C:24](=[O:31])[NH:25][C:26]([CH3:30])=[CH:27][C:28]=2[CH3:29])=[O:20])[CH2:10][C@H:9]1[CH3:42])C1C=CC=CC=1, predict the reaction product. The product is: [CH3:29][C:28]1[CH:27]=[C:26]([CH3:30])[NH:25][C:24](=[O:31])[C:23]=1[CH2:22][NH:21][C:19](=[O:20])[C:18]1[CH:32]=[C:33]([C:35]([F:36])([F:37])[F:38])[CH:34]=[C:16]([N:15]([CH:11]2[CH2:12][C@@H:13]([CH3:14])[NH:8][C@H:9]([CH3:42])[CH2:10]2)[CH2:40][CH3:41])[C:17]=1[CH3:39].